From a dataset of Catalyst prediction with 721,799 reactions and 888 catalyst types from USPTO. Predict which catalyst facilitates the given reaction. (1) Product: [Br:1][C:2]1[CH:7]=[CH:6][C:5]([CH:8]([OH:14])[CH2:9][N:10]([CH2:11][CH2:12][OH:13])[C:21](=[O:22])[O:20][C:17]([CH3:19])([CH3:18])[CH3:16])=[CH:4][C:3]=1[Cl:15]. Reactant: [Br:1][C:2]1[CH:7]=[CH:6][C:5]([CH:8]([OH:14])[CH2:9][NH:10][CH2:11][CH2:12][OH:13])=[CH:4][C:3]=1[Cl:15].[CH3:16][C:17]([O:20][C:21](O[C:21]([O:20][C:17]([CH3:19])([CH3:18])[CH3:16])=[O:22])=[O:22])([CH3:19])[CH3:18].C(OCC)(=O)C. The catalyst class is: 1. (2) Reactant: [C:1]([O:5][C:6]([N:8]1[CH2:13][CH2:12][CH:11]([C:14]([OH:16])=[O:15])[CH2:10][CH2:9]1)=[O:7])([CH3:4])([CH3:3])[CH3:2].C(=O)([O-])[O-].[K+].[K+].[CH2:23](Br)[C:24]1[CH:29]=[CH:28][CH:27]=[CH:26][CH:25]=1. The catalyst class is: 3. Product: [CH2:23]([O:15][C:14]([CH:11]1[CH2:12][CH2:13][N:8]([C:6]([O:5][C:1]([CH3:4])([CH3:2])[CH3:3])=[O:7])[CH2:9][CH2:10]1)=[O:16])[C:24]1[CH:29]=[CH:28][CH:27]=[CH:26][CH:25]=1. (3) Reactant: [Li+].CC([N-]C(C)C)C.[O:9]1[CH2:13][CH2:12][O:11][CH:10]1[CH2:14][CH2:15][CH2:16][C:17]1[CH:18]=[C:19]2[C:23](=[CH:24][CH:25]=1)[N:22]([C:26]([O:28][C:29]([CH3:32])([CH3:31])[CH3:30])=[O:27])[CH:21]=[CH:20]2.C[O:34][B:35](OC)[O:36]C. Product: [C:29]([O:28][C:26]([N:22]1[C:23]2[C:19](=[CH:18][C:17]([CH2:16][CH2:15][CH2:14][CH:10]3[O:11][CH2:12][CH2:13][O:9]3)=[CH:25][CH:24]=2)[CH:20]=[C:21]1[B:35]([OH:36])[OH:34])=[O:27])([CH3:32])([CH3:31])[CH3:30]. The catalyst class is: 1. (4) Reactant: [H-].[Al+3].[Li+].[H-].[H-].[H-].[Cl:7][C:8]1[C:12]([C:13](OCC)=[O:14])=[C:11]([Cl:18])[N:10]([CH2:19][CH3:20])[N:9]=1.C(OCC)(=O)C.O. Product: [Cl:7][C:8]1[C:12]([CH2:13][OH:14])=[C:11]([Cl:18])[N:10]([CH2:19][CH3:20])[N:9]=1. The catalyst class is: 7. (5) Reactant: C(Cl)(=O)C(Cl)=O.CS(C)=O.[CH3:11][C:12]([CH3:20])([CH2:15][C:16]#[C:17][CH2:18][CH3:19])[CH2:13][OH:14]. The catalyst class is: 34. Product: [CH3:11][C:12]([CH3:20])([CH2:15][C:16]#[C:17][CH2:18][CH3:19])[CH:13]=[O:14]. (6) Reactant: [CH3:1][C:2]1([CH3:11])[CH2:7][CH2:6][CH:5]([CH2:8][CH2:9][OH:10])[CH2:4][CH2:3]1.[Br:12][C:13]1[CH:18]=[CH:17][C:16]([S:19](Cl)(=[O:21])=[O:20])=[CH:15][CH:14]=1.C(N(CC)CC)C.Cl. Product: [Br:12][C:13]1[CH:18]=[CH:17][C:16]([S:19]([O:10][CH2:9][CH2:8][CH:5]2[CH2:4][CH2:3][C:2]([CH3:11])([CH3:1])[CH2:7][CH2:6]2)(=[O:21])=[O:20])=[CH:15][CH:14]=1. The catalyst class is: 4. (7) Reactant: [NH2:1][C:2]1[CH:7]=[CH:6][C:5]([C:8]2[CH:13]=[CH:12][C:11]([C:14](=[O:29])[CH2:15][CH:16]([CH2:22][C:23]3[CH:28]=[CH:27][CH:26]=[CH:25][CH:24]=3)[C:17]([O:19]CC)=[O:18])=[CH:10][CH:9]=2)=[CH:4][CH:3]=1.[C:30](Cl)(=[O:35])[CH2:31][CH2:32][CH2:33][CH3:34].CCN(C(C)C)C(C)C. Product: [CH2:22]([CH:16]([CH2:15][C:14](=[O:29])[C:11]1[CH:10]=[CH:9][C:8]([C:5]2[CH:4]=[CH:3][C:2]([NH:1][C:30](=[O:35])[CH2:31][CH2:32][CH2:33][CH3:34])=[CH:7][CH:6]=2)=[CH:13][CH:12]=1)[C:17]([OH:19])=[O:18])[C:23]1[CH:28]=[CH:27][CH:26]=[CH:25][CH:24]=1. The catalyst class is: 4.